This data is from Forward reaction prediction with 1.9M reactions from USPTO patents (1976-2016). The task is: Predict the product of the given reaction. (1) The product is: [N:1]1[C:10]2[CH:9]([C:11]([O:13][CH2:14][CH3:15])=[O:12])[CH2:8][CH2:7][CH2:6][C:5]=2[CH:4]=[CH:3][CH:2]=1. Given the reactants [N:1]1[C:10]2[C:9](C(OCC)=O)([C:11]([O:13][CH2:14][CH3:15])=[O:12])[CH2:8][CH2:7][CH2:6][C:5]=2[CH:4]=[CH:3][CH:2]=1.[OH-].[Na+], predict the reaction product. (2) Given the reactants [CH2:1]([O:3][C:4]1[C:5]2[C:12]([I:13])=[CH:11][NH:10][C:6]=2[N:7]=[CH:8][N:9]=1)[CH3:2].[H-].[Na+].[CH:16]([Si:19](Cl)([CH:23]([CH3:25])[CH3:24])[CH:20]([CH3:22])[CH3:21])([CH3:18])[CH3:17].O, predict the reaction product. The product is: [CH2:1]([O:3][C:4]1[C:5]2[C:12]([I:13])=[CH:11][N:10]([Si:19]([CH:23]([CH3:25])[CH3:24])([CH:20]([CH3:22])[CH3:21])[CH:16]([CH3:18])[CH3:17])[C:6]=2[N:7]=[CH:8][N:9]=1)[CH3:2]. (3) The product is: [CH3:1][C@H:2]1[CH2:7][C@@H:6]([CH3:8])[CH2:5][N:4]([C:9]([C@@H:11]2[CH2:19][C:18]3[C:13](=[CH:14][CH:15]=[CH:16][CH:17]=3)[N:12]2[C:21]2[C:26]([N+:27]([O-:29])=[O:28])=[CH:25][CH:24]=[CH:23][N:22]=2)=[O:10])[CH2:3]1. Given the reactants [CH3:1][C@H:2]1[CH2:7][C@@H:6]([CH3:8])[CH2:5][N:4]([C:9]([C@@H:11]2[CH2:19][C:18]3[C:13](=[CH:14][CH:15]=[CH:16][CH:17]=3)[NH:12]2)=[O:10])[CH2:3]1.Cl[C:21]1[C:26]([N+:27]([O-:29])=[O:28])=[CH:25][CH:24]=[CH:23][N:22]=1.C(N(CC)CC)C, predict the reaction product. (4) Given the reactants [CH3:1][CH:2]([C:4]1[CH:5]=[C:6]([NH2:11])[C:7]([NH2:10])=[CH:8][CH:9]=1)[CH3:3].C(OC([NH:19][C@H:20]([C:25](O)=O)[C@@H:21]([CH3:24])[O:22][CH3:23])=O)(C)(C)C, predict the reaction product. The product is: [CH3:23][O:22][C@H:21]([CH3:24])[C@@H:20]([C:25]1[NH:10][C:7]2[CH:8]=[CH:9][C:4]([CH:2]([CH3:1])[CH3:3])=[CH:5][C:6]=2[N:11]=1)[NH2:19]. (5) Given the reactants CN(C)/[CH:3]=[C:4](\[F:16])/[C:5]([C:7]1[N:11]([CH:12]([CH3:14])[CH3:13])[C:10]([CH3:15])=[N:9][CH:8]=1)=O.C(=O)(O)O.[NH2:22][C:23]([NH2:25])=[NH:24].CCOCC, predict the reaction product. The product is: [F:16][C:4]1[C:5]([C:7]2[N:11]([CH:12]([CH3:14])[CH3:13])[C:10]([CH3:15])=[N:9][CH:8]=2)=[N:24][C:23]([NH2:25])=[N:22][CH:3]=1. (6) The product is: [NH2:17][C:18]1[N:23]=[C:22](/[C:24](=[CH:15]/[C:14]2[N:13]3[C:9]([S:10][CH:11]=[CH:12]3)=[N:8][C:7]=2[C:1]2[CH:2]=[CH:3][CH:4]=[CH:5][CH:6]=2)/[C:25]([O:27][CH3:28])=[O:26])[CH:21]=[CH:20][N:19]=1. Given the reactants [C:1]1([C:7]2[N:8]=[C:9]3[N:13]([C:14]=2[CH:15]=O)[CH:12]=[CH:11][S:10]3)[CH:6]=[CH:5][CH:4]=[CH:3][CH:2]=1.[NH2:17][C:18]1[N:23]=[C:22]([CH2:24][C:25]([O:27][CH3:28])=[O:26])[CH:21]=[CH:20][N:19]=1, predict the reaction product. (7) Given the reactants [Cl:1][C:2]1[CH:3]=[CH:4][C:5]([CH:17]([F:19])[F:18])=[C:6]([C:8]2[C:9]([C:15]#[N:16])=[CH:10][NH:11][C:12](=[O:14])[CH:13]=2)[CH:7]=1.Br[CH:21]([CH3:25])[C:22]([OH:24])=[O:23], predict the reaction product. The product is: [Cl:1][C:2]1[CH:3]=[CH:4][C:5]([CH:17]([F:19])[F:18])=[C:6]([C:8]2[C:9]([C:15]#[N:16])=[CH:10][N:11]([CH:21]([CH3:25])[C:22]([OH:24])=[O:23])[C:12](=[O:14])[CH:13]=2)[CH:7]=1.